From a dataset of Full USPTO retrosynthesis dataset with 1.9M reactions from patents (1976-2016). Predict the reactants needed to synthesize the given product. (1) Given the product [Cl:23][C:18]1[CH:17]=[C:16]([C:14]2[N:15]=[C:11]([C:9]3[CH:10]=[C:5]([C:3]([OH:2])=[O:4])[C:6]([C:24]4[CH:29]=[CH:28][C:27]([C:30](=[O:31])[NH:33][CH:34]5[CH2:39][CH2:38][O:37][CH2:36][CH2:35]5)=[CH:26][CH:25]=4)=[CH:7][CH:8]=3)[S:12][CH:13]=2)[CH:21]=[CH:20][C:19]=1[Cl:22], predict the reactants needed to synthesize it. The reactants are: C[O:2][C:3]([C:5]1[C:6]([C:24]2[CH:29]=[CH:28][C:27]([C:30](O)=[O:31])=[CH:26][CH:25]=2)=[CH:7][CH:8]=[C:9]([C:11]2[S:12][CH:13]=[C:14]([C:16]3[CH:21]=[CH:20][C:19]([Cl:22])=[C:18]([Cl:23])[CH:17]=3)[N:15]=2)[CH:10]=1)=[O:4].[NH2:33][CH:34]1[CH2:39][CH2:38][O:37][CH2:36][CH2:35]1. (2) Given the product [CH2:14]([O:13][CH2:12][CH2:11][CH:9]1[CH2:10][C:5]([CH2:3][OH:2])=[CH:6][CH2:7][CH2:8]1)[C:15]1[CH:20]=[CH:19][CH:18]=[CH:17][CH:16]=1, predict the reactants needed to synthesize it. The reactants are: C[O:2][C:3]([C:5]1[CH2:10][CH:9]([CH2:11][CH2:12][O:13][CH2:14][C:15]2[CH:20]=[CH:19][CH:18]=[CH:17][CH:16]=2)[CH2:8][CH2:7][CH:6]=1)=O.CC(C[AlH]CC(C)C)C.